This data is from Full USPTO retrosynthesis dataset with 1.9M reactions from patents (1976-2016). The task is: Predict the reactants needed to synthesize the given product. (1) Given the product [Cl:1][C:2]1[CH:11]=[C:10]2[C:5]([C:6]([N:12]3[CH2:17][CH2:16][N:15]([C:18](=[N:26][C:27]#[N:28])[O:19][CH2:20][CH3:21])[CH2:14][CH2:13]3)=[CH:7][CH:8]=[N:9]2)=[CH:4][CH:3]=1, predict the reactants needed to synthesize it. The reactants are: [Cl:1][C:2]1[CH:11]=[C:10]2[C:5]([C:6]([N:12]3[CH2:17][CH2:16][N:15]([C:18](=[N:26][C:27]#[N:28])[O:19][C:20]4C=CC=C[CH:21]=4)[CH2:14][CH2:13]3)=[CH:7][CH:8]=[N:9]2)=[CH:4][CH:3]=1.CC(C)([O-])C.[K+]. (2) Given the product [Cl:16][C:13]1[CH:14]=[CH:15][C:10]([C:8]2[NH:7][C:6](=[O:17])[N:5]([CH2:4][C:3]([OH:18])=[O:2])[CH:9]=2)=[CH:11][CH:12]=1, predict the reactants needed to synthesize it. The reactants are: C[O:2][C:3](=[O:18])[CH2:4][N:5]1[CH:9]=[C:8]([C:10]2[CH:15]=[CH:14][C:13]([Cl:16])=[CH:12][CH:11]=2)[NH:7][C:6]1=[O:17].[OH-].[Li+]. (3) Given the product [NH2:1][C:2]1[CH:9]=[C:8]([Cl:10])[C:7]([Br:18])=[CH:6][C:3]=1[C:4]#[N:5], predict the reactants needed to synthesize it. The reactants are: [NH2:1][C:2]1[CH:9]=[C:8]([Cl:10])[CH:7]=[CH:6][C:3]=1[C:4]#[N:5].C1C(=O)N([Br:18])C(=O)C1. (4) Given the product [CH3:48][O:47][C:45](=[O:46])[CH:44]=[CH:4][C:5]1[CH:10]=[CH:9][C:8]([F:11])=[CH:7][C:6]=1[NH:12][CH2:13][CH2:14][CH2:15][CH3:16], predict the reactants needed to synthesize it. The reactants are: CON(C)[C:4](=O)[C:5]1[CH:10]=[CH:9][C:8]([F:11])=[CH:7][C:6]=1[NH:12][CH2:13][CH2:14][CH2:15][CH3:16].[H-].[H-].[H-].[H-].[Li+].[Al+3].C1(P(=[CH:44][C:45]([O:47][CH3:48])=[O:46])(C2C=CC=CC=2)C2C=CC=CC=2)C=CC=CC=1. (5) Given the product [Cl:1][C:2]1[CH:3]=[CH:4][C:5]([C:23]#[N:24])=[C:6]([C:8]2[C:13]([O:14][CH3:15])=[CH:12][N:11]([CH:16]([CH2:20][CH3:21])[C:17]([NH:25][C:26]3[CH:27]=[C:28]4[C:32](=[CH:33][CH:34]=3)[NH:31][C:30]([C:35]([O:37][CH2:38][CH3:39])=[O:36])=[CH:29]4)=[O:18])[C:10](=[O:22])[CH:9]=2)[CH:7]=1, predict the reactants needed to synthesize it. The reactants are: [Cl:1][C:2]1[CH:3]=[CH:4][C:5]([C:23]#[N:24])=[C:6]([C:8]2[C:13]([O:14][CH3:15])=[CH:12][N:11]([CH:16]([CH2:20][CH3:21])[C:17](O)=[O:18])[C:10](=[O:22])[CH:9]=2)[CH:7]=1.[NH2:25][C:26]1[CH:27]=[C:28]2[C:32](=[CH:33][CH:34]=1)[NH:31][C:30]([C:35]([O:37][CH2:38][CH3:39])=[O:36])=[CH:29]2. (6) Given the product [NH2:7][CH2:10][CH:11]([C:13]1[CH:18]=[CH:17][C:16]([O:19][CH2:20][C:21]2[CH:26]=[CH:25][CH:24]=[CH:23][CH:22]=2)=[CH:15][CH:14]=1)[OH:12], predict the reactants needed to synthesize it. The reactants are: [H-].[H-].[H-].[H-].[Li+].[Al+3].[N:7]([CH2:10][C:11]([C:13]1[CH:18]=[CH:17][C:16]([O:19][CH2:20][C:21]2[CH:26]=[CH:25][CH:24]=[CH:23][CH:22]=2)=[CH:15][CH:14]=1)=[O:12])=[N+]=[N-].O.[OH-].[Na+].